The task is: Predict the reactants needed to synthesize the given product.. This data is from Full USPTO retrosynthesis dataset with 1.9M reactions from patents (1976-2016). (1) Given the product [Br:10][CH2:7][C:6]1[N:5]([CH3:9])[CH:4]=[N:3][C:2]=1[Cl:1], predict the reactants needed to synthesize it. The reactants are: [Cl:1][C:2]1[N:3]=[CH:4][N:5]([CH3:9])[C:6]=1[CH2:7]O.[Br:10]P(Br)Br. (2) The reactants are: [Cl:1][C:2]1[CH:3]=[C:4]([NH:10][C@H:11]([CH2:20][NH:21][S:22]([C:25]2[CH:30]=[CH:29][CH:28]=[CH:27][C:26]=2[N+:31]([O-:33])=[O:32])(=[O:24])=[O:23])[CH2:12][C:13]([O:15][C:16]([CH3:19])([CH3:18])[CH3:17])=[O:14])[CH:5]=[CH:6][C:7]=1[C:8]#[N:9].CI.[C:36]([O-])([O-])=O.[K+].[K+]. Given the product [Cl:1][C:2]1[CH:3]=[C:4]([NH:10][C@H:11]([CH2:20][N:21]([CH3:36])[S:22]([C:25]2[CH:30]=[CH:29][CH:28]=[CH:27][C:26]=2[N+:31]([O-:33])=[O:32])(=[O:23])=[O:24])[CH2:12][C:13]([O:15][C:16]([CH3:18])([CH3:19])[CH3:17])=[O:14])[CH:5]=[CH:6][C:7]=1[C:8]#[N:9], predict the reactants needed to synthesize it. (3) Given the product [CH3:1][O:2][C:3]([C:5]1[CH:10]=[N:9][C:8]([NH2:12])=[CH:7][N:6]=1)=[O:4], predict the reactants needed to synthesize it. The reactants are: [CH3:1][O:2][C:3]([C:5]1[CH:10]=[N:9][C:8](F)=[CH:7][N:6]=1)=[O:4].[NH3:12]. (4) Given the product [OH2:8].[CH:2]1[CH:3]=[C:4]2[C:11]([C:10]3[S:13][C:14]([C:19]#[N:20])=[C:15]([C:17]#[N:18])[S:16][C:9]=3[C:7](=[O:8])[C:5]2=[CH:6][CH:1]=1)=[O:12], predict the reactants needed to synthesize it. The reactants are: [CH:1]1[CH:6]=[C:5]2[C:7]([C:9]3[S:16][C:15]([C:17]#[N:18])=[C:14]([C:19]#[N:20])[S:13][C:10]=3[C:11](=[O:12])[C:4]2=[CH:3][CH:2]=1)=[O:8].C1(S(OC)(=O)=O)C2C(=CC=CC=2)C=CC=1.[Na].C=O.S([O-])(OCCCCCCCCCCCC)(=O)=O.[Na+]. (5) Given the product [Br:1][C:2]1[CH:15]=[CH:14][CH:13]=[CH:12][C:3]=1[N:4]([C:5]([O:7][C:8]([CH3:11])([CH3:10])[CH3:9])=[O:6])[CH2:21][CH:20]=[CH:19][Cl:18], predict the reactants needed to synthesize it. The reactants are: [Br:1][C:2]1[CH:15]=[CH:14][CH:13]=[CH:12][C:3]=1[NH:4][C:5]([O:7][C:8]([CH3:11])([CH3:10])[CH3:9])=[O:6].[H-].[Na+].[Cl:18][CH:19]=[CH:20][CH2:21]Cl. (6) The reactants are: [F:1][C:2]1[CH:27]=[C:26]([C:28]([O:30]C)=[O:29])[CH:25]=[CH:24][C:3]=1[O:4][C@H:5]1[CH2:9][CH2:8][N:7]([CH:10]2[CH2:15][CH2:14][N:13]([C:16]([O:18][C:19]([CH3:22])([CH3:21])[CH3:20])=[O:17])[CH2:12][CH2:11]2)[C:6]1=[O:23].C[Si](C)(C)[O-].[K+].Cl. Given the product [C:19]([O:18][C:16]([N:13]1[CH2:14][CH2:15][CH:10]([N:7]2[CH2:8][CH2:9][C@H:5]([O:4][C:3]3[CH:24]=[CH:25][C:26]([C:28]([OH:30])=[O:29])=[CH:27][C:2]=3[F:1])[C:6]2=[O:23])[CH2:11][CH2:12]1)=[O:17])([CH3:22])([CH3:20])[CH3:21], predict the reactants needed to synthesize it. (7) Given the product [CH2:20]([O:22][Si:23]([O:27][CH2:28][CH3:29])([O:24][CH2:25][CH3:26])[CH2:18][CH2:17][C:15](=[CH2:16])[CH2:14][CH2:13][CH:12]=[C:11]([CH3:19])[CH3:10])[CH3:21], predict the reactants needed to synthesize it. The reactants are: N#N.C(=O)=O.CC(O)C.[CH3:10][C:11]([CH3:19])=[CH:12][CH2:13][CH2:14][C:15]([CH:17]=[CH2:18])=[CH2:16].[CH2:20]([O:22][SiH:23]([O:27][CH2:28][CH3:29])[O:24][CH2:25][CH3:26])[CH3:21].